Dataset: Full USPTO retrosynthesis dataset with 1.9M reactions from patents (1976-2016). Task: Predict the reactants needed to synthesize the given product. (1) Given the product [CH3:9][C:10]1([CH3:18])[CH2:15][CH:14]([CH3:16])[CH2:13][CH:12]([O:2][C:1]2[CH:3]=[C:4]([OH:5])[CH:6]=[CH:7][CH:8]=2)[CH2:11]1, predict the reactants needed to synthesize it. The reactants are: [C:1]1([CH:8]=[CH:7][CH:6]=[C:4]([OH:5])[CH:3]=1)[OH:2].[CH3:9][C:10]1([CH3:18])[CH2:15][CH:14]([CH3:16])[CH2:13][CH:12](O)[CH2:11]1.C1(P(C2C=CC=CC=2)C2C=CC=CC=2)C=CC=CC=1.N(C(OC(C)C)=O)=NC(OC(C)C)=O. (2) Given the product [CH2:14]([O:13][C:11](=[O:12])[CH:10]([CH3:21])[C@H:9]([NH:8][C:6]([O:5][C:1]([CH3:3])([CH3:2])[CH3:4])=[O:7])[C:22]([OH:24])=[O:23])[C:15]1[CH:20]=[CH:19][CH:18]=[CH:17][CH:16]=1, predict the reactants needed to synthesize it. The reactants are: [C:1]([O:5][C:6]([NH:8][C@H:9]([C:22]([O:24]C)=[O:23])[CH:10]([CH3:21])[C:11]([O:13][CH2:14][C:15]1[CH:20]=[CH:19][CH:18]=[CH:17][CH:16]=1)=[O:12])=[O:7])([CH3:4])([CH3:3])[CH3:2].[OH-].[Li+]. (3) Given the product [CH:52]([C:46]1[CH:47]=[CH:48][C:49]([CH3:51])=[CH:50][C:45]=1[N:38]1[C:37](=[O:55])[CH2:36][S:40]/[C:39]/1=[N:41]\[C:42](=[O:44])[N:2]([CH3:1])[CH2:3][CH2:4][C:5]1[CH:10]=[CH:9][C:8]([C:11]2[N:15]=[CH:14][N:13]([C:16]3[CH:21]=[CH:20][C:19]([O:22][C:23]([F:24])([F:26])[F:25])=[CH:18][CH:17]=3)[N:12]=2)=[CH:7][CH:6]=1)([CH3:53])[CH3:54], predict the reactants needed to synthesize it. The reactants are: [CH3:1][NH:2][CH2:3][CH2:4][C:5]1[CH:10]=[CH:9][C:8]([C:11]2[N:15]=[CH:14][N:13]([C:16]3[CH:21]=[CH:20][C:19]([O:22][C:23]([F:26])([F:25])[F:24])=[CH:18][CH:17]=3)[N:12]=2)=[CH:7][CH:6]=1.[N+](C1C=CC([CH:36]2[S:40]/[C:39](=[N:41]\[C:42](=[O:44])[O-])/[N:38]([C:45]3[CH:50]=[C:49]([CH3:51])[CH:48]=[CH:47][C:46]=3[CH:52]([CH3:54])[CH3:53])[C:37]2=[O:55])=CC=1)([O-])=O. (4) Given the product [OH:4][C@@H:5]1[CH2:10][NH:9][C@H:8]([C:11]([O:13][CH3:2])=[O:12])[CH2:7][CH2:6]1, predict the reactants needed to synthesize it. The reactants are: Cl.[CH3:2]O.[OH:4][C@@H:5]1[CH2:10][NH:9][C@H:8]([C:11]([OH:13])=[O:12])[CH2:7][CH2:6]1. (5) Given the product [CH3:1][C@@H:2]1[CH2:7][C@H:6]([C:8]2[N:9]=[CH:10][C:11]([NH2:14])=[N:12][CH:13]=2)[CH2:5][CH2:4][O:3]1.[CH3:1][C@H:2]1[CH2:7][C@@H:6]([C:8]2[N:9]=[CH:10][C:11]([NH2:14])=[N:12][CH:13]=2)[CH2:5][CH2:4][O:3]1, predict the reactants needed to synthesize it. The reactants are: [CH3:1][CH:2]1[CH2:7][C:6]([C:8]2[N:9]=[CH:10][C:11]([NH2:14])=[N:12][CH:13]=2)=[CH:5][CH2:4][O:3]1. (6) Given the product [CH3:26][CH:25]([CH3:27])[CH2:24][NH:28][C:18]1[C:17]2[C:12](=[CH:13][CH:14]=[CH:15][N:16]=2)[N:11]=[CH:10][C:9]=1[N+:6]([O-:8])=[O:7], predict the reactants needed to synthesize it. The reactants are: P(Cl)(Cl)(Cl)=O.[N+:6]([C:9]1[CH:10]=[N:11][C:12]2[C:17]([C:18]=1O)=[N:16][CH:15]=[CH:14][CH:13]=2)([O-:8])=[O:7].CC(C)=O.[CH2:24]([NH2:28])[CH:25]([CH3:27])[CH3:26]. (7) The reactants are: S([O-])([O-])=O.[Na+].[Na+].C(=O)(O)[O-].[Na+].[F:12][C:13]([F:25])([F:24])[C:14]1[CH:15]=[C:16]([S:20](Cl)(=[O:22])=[O:21])[CH:17]=[CH:18][CH:19]=1.[OH-].[Na+].[CH2:28](C(Br)C(O)=O)C. Given the product [CH3:28][S:20]([C:16]1[CH:17]=[CH:18][CH:19]=[C:14]([C:13]([F:25])([F:24])[F:12])[CH:15]=1)(=[O:22])=[O:21], predict the reactants needed to synthesize it. (8) Given the product [CH2:23]([O:22][C@@H:5]([CH2:6][C:7]1[CH:8]=[CH:9][C:10]([O:13][CH2:14][C:15]2[S:16][C:17]([C:37]3[CH:38]=[CH:39][C:34]([C:31]4[N:32]=[N:33][N:29]([CH2:28][O:27][CH3:26])[N:30]=4)=[CH:35][CH:36]=3)=[CH:18][C:19]=2[CH3:20])=[CH:11][CH:12]=1)[C:4]([OH:3])=[O:25])[CH3:24], predict the reactants needed to synthesize it. The reactants are: C([O:3][C:4](=[O:25])[C@@H:5]([O:22][CH2:23][CH3:24])[CH2:6][C:7]1[CH:12]=[CH:11][C:10]([O:13][CH2:14][C:15]2[S:16][C:17](Br)=[CH:18][C:19]=2[CH3:20])=[CH:9][CH:8]=1)C.[CH3:26][O:27][CH2:28][N:29]1[N:33]=[N:32][C:31]([C:34]2[CH:39]=[CH:38][C:37](B3OC(C)(C)C(C)(C)O3)=[CH:36][CH:35]=2)=[N:30]1. (9) Given the product [Cl:16][C:14]1[CH:13]=[C:12]([CH:11]=[CH:10][CH:15]=1)[C:17]([OH:19])=[O:18], predict the reactants needed to synthesize it. The reactants are: BrC1CCOCC1.[OH-].[Na+].[CH:10]1[CH:15]=[C:14]([Cl:16])[CH:13]=[C:12]([C:17]([O:19]O)=[O:18])[CH:11]=1. (10) Given the product [C:1]([O:5][C:6]([N:8]1[CH2:12][C@@H:11]([C:13]2[CH:18]=[CH:17][CH:16]=[C:15]([CH:19]([CH3:21])[CH3:20])[CH:14]=2)[C@H:10]([CH2:22][N:23]([CH2:31][C:32]2[CH:37]=[CH:36][CH:35]=[CH:34][CH:33]=2)[C:24]2[CH:25]=[CH:26][C:27]([Cl:30])=[CH:28][CH:29]=2)[CH2:9]1)=[O:7])([CH3:3])([CH3:4])[CH3:2], predict the reactants needed to synthesize it. The reactants are: [C:1]([O:5][C:6]([N:8]1[CH2:12][C@@H:11]([C:13]2[CH:18]=[CH:17][CH:16]=[C:15]([CH:19]([CH3:21])[CH3:20])[CH:14]=2)[C@H:10]([CH2:22][NH:23][C:24]2[CH:29]=[CH:28][C:27]([Cl:30])=[CH:26][CH:25]=2)[CH2:9]1)=[O:7])([CH3:4])([CH3:3])[CH3:2].[CH2:31](Br)[C:32]1[CH:37]=[CH:36][CH:35]=[CH:34][CH:33]=1.C([O-])([O-])=O.[K+].[K+].[I-].[Na+].